From a dataset of NCI-60 drug combinations with 297,098 pairs across 59 cell lines. Regression. Given two drug SMILES strings and cell line genomic features, predict the synergy score measuring deviation from expected non-interaction effect. (1) Drug 1: CCCCC(=O)OCC(=O)C1(CC(C2=C(C1)C(=C3C(=C2O)C(=O)C4=C(C3=O)C=CC=C4OC)O)OC5CC(C(C(O5)C)O)NC(=O)C(F)(F)F)O. Drug 2: CN(CC1=CN=C2C(=N1)C(=NC(=N2)N)N)C3=CC=C(C=C3)C(=O)NC(CCC(=O)O)C(=O)O. Cell line: NCI-H460. Synergy scores: CSS=81.5, Synergy_ZIP=5.30, Synergy_Bliss=5.51, Synergy_Loewe=-7.28, Synergy_HSA=5.44. (2) Drug 1: CC1=C(C=C(C=C1)NC(=O)C2=CC=C(C=C2)CN3CCN(CC3)C)NC4=NC=CC(=N4)C5=CN=CC=C5. Drug 2: C(CC(=O)O)C(=O)CN.Cl. Cell line: HT29. Synergy scores: CSS=5.74, Synergy_ZIP=-1.83, Synergy_Bliss=-1.22, Synergy_Loewe=-7.08, Synergy_HSA=-4.46. (3) Drug 1: C1=CC(=CC=C1C#N)C(C2=CC=C(C=C2)C#N)N3C=NC=N3. Drug 2: CC1C(C(CC(O1)OC2CC(OC(C2O)C)OC3=CC4=CC5=C(C(=O)C(C(C5)C(C(=O)C(C(C)O)O)OC)OC6CC(C(C(O6)C)O)OC7CC(C(C(O7)C)O)OC8CC(C(C(O8)C)O)(C)O)C(=C4C(=C3C)O)O)O)O. Cell line: SNB-75. Synergy scores: CSS=4.71, Synergy_ZIP=0.252, Synergy_Bliss=-1.21, Synergy_Loewe=-19.2, Synergy_HSA=-2.40. (4) Drug 1: CN(C)N=NC1=C(NC=N1)C(=O)N. Drug 2: CC1=C(N=C(N=C1N)C(CC(=O)N)NCC(C(=O)N)N)C(=O)NC(C(C2=CN=CN2)OC3C(C(C(C(O3)CO)O)O)OC4C(C(C(C(O4)CO)O)OC(=O)N)O)C(=O)NC(C)C(C(C)C(=O)NC(C(C)O)C(=O)NCCC5=NC(=CS5)C6=NC(=CS6)C(=O)NCCC[S+](C)C)O. Cell line: KM12. Synergy scores: CSS=34.7, Synergy_ZIP=-6.48, Synergy_Bliss=-3.00, Synergy_Loewe=10.1, Synergy_HSA=10.1. (5) Drug 1: C1CN1C2=NC(=NC(=N2)N3CC3)N4CC4. Drug 2: C1CC(=O)NC(=O)C1N2C(=O)C3=CC=CC=C3C2=O. Cell line: SR. Synergy scores: CSS=27.4, Synergy_ZIP=-2.67, Synergy_Bliss=-6.05, Synergy_Loewe=-32.7, Synergy_HSA=-5.81. (6) Drug 1: CC1=C2C(C(=O)C3(C(CC4C(C3C(C(C2(C)C)(CC1OC(=O)C(C(C5=CC=CC=C5)NC(=O)C6=CC=CC=C6)O)O)OC(=O)C7=CC=CC=C7)(CO4)OC(=O)C)O)C)OC(=O)C. Drug 2: CC(C)(C#N)C1=CC(=CC(=C1)CN2C=NC=N2)C(C)(C)C#N. Cell line: NCI-H460. Synergy scores: CSS=2.67, Synergy_ZIP=0.285, Synergy_Bliss=1.21, Synergy_Loewe=0.970, Synergy_HSA=1.05. (7) Drug 1: CC1=C2C(C(=O)C3(C(CC4C(C3C(C(C2(C)C)(CC1OC(=O)C(C(C5=CC=CC=C5)NC(=O)OC(C)(C)C)O)O)OC(=O)C6=CC=CC=C6)(CO4)OC(=O)C)O)C)O. Drug 2: CC=C1C(=O)NC(C(=O)OC2CC(=O)NC(C(=O)NC(CSSCCC=C2)C(=O)N1)C(C)C)C(C)C. Cell line: MDA-MB-231. Synergy scores: CSS=34.4, Synergy_ZIP=-0.734, Synergy_Bliss=-1.04, Synergy_Loewe=-18.5, Synergy_HSA=-0.0720.